Dataset: Full USPTO retrosynthesis dataset with 1.9M reactions from patents (1976-2016). Task: Predict the reactants needed to synthesize the given product. (1) Given the product [CH:25]1([S:28]([N:1]2[CH2:2][CH:3]=[C:4]([C:7]3[C:8]4[O:15][C:14]([CH:16]=[O:17])=[CH:13][C:9]=4[CH:10]=[N:11][CH:12]=3)[CH2:5][CH2:6]2)(=[O:30])=[O:29])[CH2:27][CH2:26]1, predict the reactants needed to synthesize it. The reactants are: [NH:1]1[CH2:6][CH:5]=[C:4]([C:7]2[C:8]3[O:15][C:14]([CH:16]=[O:17])=[CH:13][C:9]=3[CH:10]=[N:11][CH:12]=2)[CH2:3][CH2:2]1.C(N(CC)CC)C.[CH:25]1([S:28](Cl)(=[O:30])=[O:29])[CH2:27][CH2:26]1.C(=O)(O)[O-].[Na+]. (2) Given the product [CH3:18][C:4]1[C:5]([C:9]2[CH:10]=[CH:11][C:12]([C:13]([N:23]3[CH2:24][CH2:25][N:20]([CH3:19])[CH2:21][CH2:22]3)=[O:15])=[CH:16][CH:17]=2)=[C:6]([CH3:8])[NH:7][C:3]=1[CH:1]=[O:2], predict the reactants needed to synthesize it. The reactants are: [CH:1]([C:3]1[NH:7][C:6]([CH3:8])=[C:5]([C:9]2[CH:17]=[CH:16][C:12]([C:13]([OH:15])=O)=[CH:11][CH:10]=2)[C:4]=1[CH3:18])=[O:2].[CH3:19][N:20]1[CH2:25][CH2:24][NH:23][CH2:22][CH2:21]1. (3) Given the product [CH3:18][O:9][C:8](=[O:10])[C:7]1[CH:11]=[C:12]([O:16][CH3:17])[C:13]([O:14][CH3:15])=[C:5]([CH2:4][CH2:3][CH2:2][OH:1])[CH:6]=1, predict the reactants needed to synthesize it. The reactants are: [OH:1][CH2:2][CH2:3][CH2:4][C:5]1[CH:6]=[C:7]([CH:11]=[C:12]([O:16][CH3:17])[C:13]=1[O:14][CH3:15])[C:8]([OH:10])=[O:9].[CH3:18][Si](C=[N+]=[N-])(C)C. (4) Given the product [CH3:25][O:27][C:28](=[O:37])[C:29]1[C:34]([OH:35])=[CH:33][CH:32]=[C:31]([N:36]2[C:11]([CH3:12])=[CH:10][CH:9]=[C:8]2[C:6]2[CH:7]=[C:2]([Br:1])[CH:3]=[CH:4][C:5]=2[O:15][CH2:16][C:17]2[CH:22]=[CH:21][C:20]([F:23])=[CH:19][C:18]=2[F:24])[CH:30]=1, predict the reactants needed to synthesize it. The reactants are: [Br:1][C:2]1[CH:3]=[CH:4][C:5]([O:15][CH2:16][C:17]2[CH:22]=[CH:21][C:20]([F:23])=[CH:19][C:18]=2[F:24])=[C:6]([C:8](=O)[CH2:9][CH2:10][C:11](=O)[CH3:12])[CH:7]=1.[CH2:25]([O:27][C:28](=[O:37])[C:29]1[C:34]([OH:35])=[CH:33][CH:32]=[C:31]([NH2:36])[CH:30]=1)C.CC1C=CC(S(O)(=O)=O)=CC=1.